Dataset: Forward reaction prediction with 1.9M reactions from USPTO patents (1976-2016). Task: Predict the product of the given reaction. (1) Given the reactants CS(C)=O.[CH2:5]([C:8]1[C:16]2[O:15][N:14]=[C:13]([CH2:17][C:18]([CH3:21])([CH3:20])[CH3:19])[C:12]=2[CH:11]=[CH:10][C:9]=1[O:22][CH2:23][CH2:24][CH2:25]Br)[CH2:6][CH3:7].[C-:27]#[N:28].[K+].C(OCC)(=O)C, predict the reaction product. The product is: [CH2:5]([C:8]1[C:16]2[O:15][N:14]=[C:13]([CH2:17][C:18]([CH3:21])([CH3:20])[CH3:19])[C:12]=2[CH:11]=[CH:10][C:9]=1[O:22][CH2:23][CH2:24][CH2:25][C:27]#[N:28])[CH2:6][CH3:7]. (2) Given the reactants [CH3:1]OC(=O)C1C=C([N+]([O-])=O)C(OC)=C([N+]([O-])=O)C=1.[OH:19][C:20]1[C:28]([I:29])=[CH:27][C:23]([C:24]([OH:26])=[O:25])=[CH:22][C:21]=1[I:30], predict the reaction product. The product is: [OH:19][C:20]1[C:21]([I:30])=[CH:22][C:23]([C:24]([O:26][CH3:1])=[O:25])=[CH:27][C:28]=1[I:29]. (3) Given the reactants [Cl:1][C:2]1[CH:7]=[CH:6][C:5]([C:8](=[O:18])[NH:9][CH2:10][C:11]2[CH:16]=[CH:15][CH:14]=[C:13]([Cl:17])[CH:12]=2)=[CH:4][C:3]=1[NH:19][C:20]([C:22]1[C:35](=[O:36])[NH:34][C:25]2[N:26]=[C:27](S(C)(=O)=O)[N:28]=[CH:29][C:24]=2[CH:23]=1)=[O:21].[CH3:37][N:38]1[CH2:43][CH2:42][NH:41][CH2:40][CH2:39]1.CN(C=O)C, predict the reaction product. The product is: [Cl:1][C:2]1[CH:7]=[CH:6][C:5]([C:8](=[O:18])[NH:9][CH2:10][C:11]2[CH:16]=[CH:15][CH:14]=[C:13]([Cl:17])[CH:12]=2)=[CH:4][C:3]=1[NH:19][C:20]([C:22]1[C:35](=[O:36])[NH:34][C:25]2[N:26]=[C:27]([N:41]3[CH2:42][CH2:43][N:38]([CH3:37])[CH2:39][CH2:40]3)[N:28]=[CH:29][C:24]=2[CH:23]=1)=[O:21]. (4) Given the reactants [OH:1]OS([O-])=O.[K+].[CH3:7][S:8][C:9]1[CH:16]=[CH:15][C:12]([C:13]#[N:14])=[CH:11][CH:10]=1.[OH2:17], predict the reaction product. The product is: [CH3:7][S:8]([C:9]1[CH:16]=[CH:15][C:12]([C:13]#[N:14])=[CH:11][CH:10]=1)(=[O:1])=[O:17].